This data is from Forward reaction prediction with 1.9M reactions from USPTO patents (1976-2016). The task is: Predict the product of the given reaction. (1) Given the reactants [CH:1]1(/[CH:4]=[C:5](\[CH2:10][CH2:11][CH2:12][CH2:13][CH3:14])/[C:6]([O:8][CH3:9])=[O:7])[CH2:3][CH2:2]1.N1C2C(=CC=CC=2)C=CC=1.C(N(CC)CC)C, predict the reaction product. The product is: [CH:1]1([CH2:4][CH:5]([CH2:10][CH2:11][CH2:12][CH2:13][CH3:14])[C:6]([O:8][CH3:9])=[O:7])[CH2:2][CH2:3]1. (2) Given the reactants [C:1]1(/[CH:7]=[C:8]2/[C:9](=[O:13])[O:10][CH2:11][CH2:12]/2)[CH:6]=[CH:5][CH:4]=[CH:3][CH:2]=1.ClC1C=C(C=CC=1)C(OO)=[O:19].CC(N=NC(C#N)(C)C)(C#N)C, predict the reaction product. The product is: [C:1]1([CH:7]2[C:8]3([CH2:12][CH2:11][O:10][C:9]3=[O:13])[O:19]2)[CH:2]=[CH:3][CH:4]=[CH:5][CH:6]=1. (3) Given the reactants [CH3:1][O:2]C1C=C(C)N=C(NC)C=1[N+]([O-])=O.Cl[C:16]1[N:24]=[C:23]2[C:19]([NH:20][C:21](=[O:26])[N:22]2[CH3:25])=[CH:18][N:17]=1, predict the reaction product. The product is: [CH3:1][O:2][C:16]1[N:24]=[C:23]2[C:19]([NH:20][C:21](=[O:26])[N:22]2[CH3:25])=[CH:18][N:17]=1. (4) Given the reactants C(OC(=O)[NH:7][C@@H:8]1[CH2:13][CH2:12][CH2:11][N:10]([C:14]2[CH:19]=[CH:18][C:17]([NH:20][C:21]3[C:30]4[C:25](=[CH:26][CH:27]=[C:28]([C:31]5[CH:36]=[C:35]([Cl:37])[C:34]([OH:38])=[C:33]([Cl:39])[CH:32]=5)[N:29]=4)[N:24]=[CH:23][C:22]=3[C:40]([CH:42]3C[CH2:43]3)=[O:41])=[CH:16][N:15]=2)[CH2:9]1)(C)(C)C.C(O)(C(F)(F)F)=O, predict the reaction product. The product is: [ClH:37].[ClH:37].[ClH:37].[NH2:7][C@@H:8]1[CH2:13][CH2:12][CH2:11][N:10]([C:14]2[N:15]=[CH:16][C:17]([NH:20][C:21]3[C:30]4[C:25](=[CH:26][CH:27]=[C:28]([C:31]5[CH:32]=[C:33]([Cl:39])[C:34]([OH:38])=[C:35]([Cl:37])[CH:36]=5)[N:29]=4)[N:24]=[CH:23][C:22]=3[C:40](=[O:41])[CH2:42][CH3:43])=[CH:18][CH:19]=2)[CH2:9]1. (5) Given the reactants Cl[C:2]1[CH:10]=[CH:9][C:5]([C:6]([OH:8])=[O:7])=[CH:4][N:3]=1.[NH:11]1[CH2:17][CH2:16][CH2:15][CH2:14][CH2:13][CH2:12]1, predict the reaction product. The product is: [N:11]1([C:2]2[CH:10]=[CH:9][C:5]([C:6]([OH:8])=[O:7])=[CH:4][N:3]=2)[CH2:17][CH2:16][CH2:15][CH2:14][CH2:13][CH2:12]1. (6) Given the reactants [Br:1][C:2]1[CH:7]=[CH:6][C:5]([CH2:8][NH2:9])=[CH:4][CH:3]=1.CCN(CC)CC.Cl[C:18]1[N:33]=[CH:32][C:31]([C:34]([F:37])([F:36])[F:35])=[CH:30][C:19]=1[C:20]([NH:22][C:23]1[CH:28]=[CH:27][C:26]([F:29])=[CH:25][CH:24]=1)=[O:21], predict the reaction product. The product is: [Br:1][C:2]1[CH:7]=[CH:6][C:5]([CH2:8][NH:9][C:18]2[N:33]=[CH:32][C:31]([C:34]([F:36])([F:37])[F:35])=[CH:30][C:19]=2[C:20]([NH:22][C:23]2[CH:28]=[CH:27][C:26]([F:29])=[CH:25][CH:24]=2)=[O:21])=[CH:4][CH:3]=1.